Dataset: NCI-60 drug combinations with 297,098 pairs across 59 cell lines. Task: Regression. Given two drug SMILES strings and cell line genomic features, predict the synergy score measuring deviation from expected non-interaction effect. (1) Drug 1: COC1=C(C=C2C(=C1)N=CN=C2NC3=CC(=C(C=C3)F)Cl)OCCCN4CCOCC4. Drug 2: COCCOC1=C(C=C2C(=C1)C(=NC=N2)NC3=CC=CC(=C3)C#C)OCCOC.Cl. Cell line: CAKI-1. Synergy scores: CSS=55.8, Synergy_ZIP=-2.12, Synergy_Bliss=-1.19, Synergy_Loewe=3.02, Synergy_HSA=4.65. (2) Cell line: SK-OV-3. Drug 1: COC1=CC(=CC(=C1O)OC)C2C3C(COC3=O)C(C4=CC5=C(C=C24)OCO5)OC6C(C(C7C(O6)COC(O7)C8=CC=CS8)O)O. Drug 2: CCN(CC)CCNC(=O)C1=C(NC(=C1C)C=C2C3=C(C=CC(=C3)F)NC2=O)C. Synergy scores: CSS=27.2, Synergy_ZIP=-8.49, Synergy_Bliss=-3.14, Synergy_Loewe=-5.12, Synergy_HSA=-1.50. (3) Drug 2: C1CN(CCN1C(=O)CCBr)C(=O)CCBr. Synergy scores: CSS=7.15, Synergy_ZIP=-4.60, Synergy_Bliss=-1.10, Synergy_Loewe=-3.00, Synergy_HSA=-0.408. Cell line: SF-539. Drug 1: CS(=O)(=O)C1=CC(=C(C=C1)C(=O)NC2=CC(=C(C=C2)Cl)C3=CC=CC=N3)Cl.